This data is from NCI-60 drug combinations with 297,098 pairs across 59 cell lines. The task is: Regression. Given two drug SMILES strings and cell line genomic features, predict the synergy score measuring deviation from expected non-interaction effect. (1) Drug 1: CCC1=CC2CC(C3=C(CN(C2)C1)C4=CC=CC=C4N3)(C5=C(C=C6C(=C5)C78CCN9C7C(C=CC9)(C(C(C8N6C)(C(=O)OC)O)OC(=O)C)CC)OC)C(=O)OC.C(C(C(=O)O)O)(C(=O)O)O. Drug 2: C1CN(CCN1C(=O)CCBr)C(=O)CCBr. Cell line: COLO 205. Synergy scores: CSS=46.1, Synergy_ZIP=2.54, Synergy_Bliss=4.04, Synergy_Loewe=-3.68, Synergy_HSA=2.84. (2) Drug 1: CC1=CC2C(CCC3(C2CCC3(C(=O)C)OC(=O)C)C)C4(C1=CC(=O)CC4)C. Synergy scores: CSS=14.6, Synergy_ZIP=1.05, Synergy_Bliss=3.12, Synergy_Loewe=-9.53, Synergy_HSA=2.60. Drug 2: CC1CCC2CC(C(=CC=CC=CC(CC(C(=O)C(C(C(=CC(C(=O)CC(OC(=O)C3CCCCN3C(=O)C(=O)C1(O2)O)C(C)CC4CCC(C(C4)OC)OCCO)C)C)O)OC)C)C)C)OC. Cell line: UACC62. (3) Cell line: K-562. Drug 1: C1=CN(C(=O)N=C1N)C2C(C(C(O2)CO)O)O.Cl. Synergy scores: CSS=52.1, Synergy_ZIP=0.998, Synergy_Bliss=0.149, Synergy_Loewe=-39.2, Synergy_HSA=-0.820. Drug 2: CC(C)NC(=O)C1=CC=C(C=C1)CNNC.Cl. (4) Synergy scores: CSS=54.1, Synergy_ZIP=10.5, Synergy_Bliss=13.4, Synergy_Loewe=-26.7, Synergy_HSA=14.5. Drug 2: CC1CCC2CC(C(=CC=CC=CC(CC(C(=O)C(C(C(=CC(C(=O)CC(OC(=O)C3CCCCN3C(=O)C(=O)C1(O2)O)C(C)CC4CCC(C(C4)OC)O)C)C)O)OC)C)C)C)OC. Cell line: IGROV1. Drug 1: CCCS(=O)(=O)NC1=C(C(=C(C=C1)F)C(=O)C2=CNC3=C2C=C(C=N3)C4=CC=C(C=C4)Cl)F. (5) Drug 1: CCC1=C2CN3C(=CC4=C(C3=O)COC(=O)C4(CC)O)C2=NC5=C1C=C(C=C5)O. Drug 2: CC12CCC3C(C1CCC2O)C(CC4=C3C=CC(=C4)O)CCCCCCCCCS(=O)CCCC(C(F)(F)F)(F)F. Cell line: SK-OV-3. Synergy scores: CSS=2.31, Synergy_ZIP=-0.367, Synergy_Bliss=2.90, Synergy_Loewe=1.13, Synergy_HSA=2.15. (6) Drug 1: CS(=O)(=O)CCNCC1=CC=C(O1)C2=CC3=C(C=C2)N=CN=C3NC4=CC(=C(C=C4)OCC5=CC(=CC=C5)F)Cl. Drug 2: CN(CC1=CN=C2C(=N1)C(=NC(=N2)N)N)C3=CC=C(C=C3)C(=O)NC(CCC(=O)O)C(=O)O. Cell line: SW-620. Synergy scores: CSS=24.9, Synergy_ZIP=1.30, Synergy_Bliss=-0.860, Synergy_Loewe=-51.4, Synergy_HSA=-8.13. (7) Drug 1: COC1=NC(=NC2=C1N=CN2C3C(C(C(O3)CO)O)O)N. Drug 2: CC1CCC2CC(C(=CC=CC=CC(CC(C(=O)C(C(C(=CC(C(=O)CC(OC(=O)C3CCCCN3C(=O)C(=O)C1(O2)O)C(C)CC4CCC(C(C4)OC)OCCO)C)C)O)OC)C)C)C)OC. Cell line: SF-268. Synergy scores: CSS=5.78, Synergy_ZIP=0.661, Synergy_Bliss=0.952, Synergy_Loewe=-16.6, Synergy_HSA=-5.97. (8) Drug 1: C1CC(=O)NC(=O)C1N2CC3=C(C2=O)C=CC=C3N. Drug 2: N.N.Cl[Pt+2]Cl. Cell line: 786-0. Synergy scores: CSS=-0.292, Synergy_ZIP=-1.41, Synergy_Bliss=-1.74, Synergy_Loewe=-1.62, Synergy_HSA=-1.57. (9) Drug 1: CNC(=O)C1=CC=CC=C1SC2=CC3=C(C=C2)C(=NN3)C=CC4=CC=CC=N4. Drug 2: CN(C)C1=NC(=NC(=N1)N(C)C)N(C)C. Cell line: RXF 393. Synergy scores: CSS=0.641, Synergy_ZIP=1.12, Synergy_Bliss=3.25, Synergy_Loewe=-2.20, Synergy_HSA=0.0439.